From a dataset of Forward reaction prediction with 1.9M reactions from USPTO patents (1976-2016). Predict the product of the given reaction. (1) Given the reactants [NH:1]1[C:11]2[C:6](=[CH:7][CH:8]=[CH:9][CH:10]=2)[C:4](=[O:5])[C:2]1=[O:3].C(=O)([O-])[O-].[Cs+].[Cs+].[CH:18](Br)([C:25]1[CH:30]=[CH:29][CH:28]=[CH:27][CH:26]=1)[C:19]1[CH:24]=[CH:23][CH:22]=[CH:21][CH:20]=1, predict the reaction product. The product is: [C:19]1([CH:18]([C:25]2[CH:26]=[CH:27][CH:28]=[CH:29][CH:30]=2)[N:1]2[C:11]3[C:6](=[CH:7][CH:8]=[CH:9][CH:10]=3)[C:4](=[O:5])[C:2]2=[O:3])[CH:24]=[CH:23][CH:22]=[CH:21][CH:20]=1. (2) Given the reactants [Cl:1][C:2]1[C:3]([F:30])=[C:4]([N:8]2[C:12]([S:13][C:14]3[CH:15]=[N:16][CH:17]=[CH:18][CH:19]=3)=[CH:11][C:10]([CH2:20][N:21]([CH3:29])[C:22](=[O:28])[O:23][C:24]([CH3:27])([CH3:26])[CH3:25])=[N:9]2)[CH:5]=[CH:6][CH:7]=1.C(#N)C.C([O-])([O-])=[O:35].C([O-])([O-])=O.OO.OO.OO.[Na+].[Na+].[Na+].[Na+].[OH2:52], predict the reaction product. The product is: [Cl:1][C:2]1[C:3]([F:30])=[C:4]([N:8]2[C:12]([S:13]([C:14]3[CH:15]=[N:16][CH:17]=[CH:18][CH:19]=3)(=[O:35])=[O:52])=[CH:11][C:10]([CH2:20][N:21]([CH3:29])[C:22](=[O:28])[O:23][C:24]([CH3:25])([CH3:26])[CH3:27])=[N:9]2)[CH:5]=[CH:6][CH:7]=1. (3) Given the reactants [I:1][C:2]1[CH:3]=[CH:4][CH:5]=[C:6]([C:11]([NH:13][C:14]2[CH:19]=[CH:18][C:17]([C:20]([F:29])([C:25]([F:28])([F:27])[F:26])[C:21]([F:24])([F:23])[F:22])=[CH:16][C:15]=2[CH3:30])=[O:12])[C:7]=1[C:8](O)=[O:9].FC(F)(F)C(OC(=O)C(F)(F)F)=O, predict the reaction product. The product is: [I:1][C:2]1[C:7]2[C:8](=[O:9])[O:12][C:11](=[N:13][C:14]3[CH:19]=[CH:18][C:17]([C:20]([F:29])([C:25]([F:26])([F:27])[F:28])[C:21]([F:23])([F:24])[F:22])=[CH:16][C:15]=3[CH3:30])[C:6]=2[CH:5]=[CH:4][CH:3]=1. (4) Given the reactants [NH2:1][C:2]1[S:3][CH:4]=[CH:5][C:6]=1[C:7]([NH2:9])=[O:8].C([O-])C.[Na+].CO[C:16]([C:18]1[CH:23]=[CH:22][CH:21]=[C:20]([Br:24])[N:19]=1)=O.Cl, predict the reaction product. The product is: [Br:24][C:20]1[N:19]=[C:18]([C:16]2[NH:9][C:7](=[O:8])[C:6]3[CH:5]=[CH:4][S:3][C:2]=3[N:1]=2)[CH:23]=[CH:22][CH:21]=1. (5) Given the reactants [CH2:1]1[C:7]2[CH:8]=[CH:9][C:10]([O:12][C:13]3[CH:14]=[CH:15][C:16]([N:19]4[CH2:23][CH2:22][CH2:21][C:20]4=[O:24])=[N:17][CH:18]=3)=[CH:11][C:6]=2[CH2:5][CH2:4][NH:3][CH2:2]1.[CH3:25][CH:26]([CH3:29])[CH:27]=O, predict the reaction product. The product is: [CH3:25][CH:26]([CH3:29])[CH2:27][N:3]1[CH2:2][CH2:1][C:7]2[CH:8]=[CH:9][C:10]([O:12][C:13]3[CH:14]=[CH:15][C:16]([N:19]4[CH2:23][CH2:22][CH2:21][C:20]4=[O:24])=[N:17][CH:18]=3)=[CH:11][C:6]=2[CH2:5][CH2:4]1.